Dataset: Full USPTO retrosynthesis dataset with 1.9M reactions from patents (1976-2016). Task: Predict the reactants needed to synthesize the given product. (1) Given the product [CH2:39]([C:20]1[C:21]2[C:26](=[CH:25][CH:24]=[CH:23][C:22]=2[NH:27][C:28]([C:30]2[N:34]3[CH:35]=[CH:36][CH:37]=[CH:38][C:33]3=[N:32][CH:31]=2)=[O:29])[N:18]([CH2:17][C:15]2[CH:14]=[CH:13][CH:12]=[C:11]([CH:8]=[O:7])[N:16]=2)[N:19]=1)[CH3:40], predict the reactants needed to synthesize it. The reactants are: I([O-])(=O)(=O)=O.[Na+].[OH:7][CH:8]([C:11]1[N:16]=[C:15]([CH2:17][N:18]2[C:26]3[C:21](=[C:22]([NH:27][C:28]([C:30]4[N:34]5[CH:35]=[CH:36][CH:37]=[CH:38][C:33]5=[N:32][CH:31]=4)=[O:29])[CH:23]=[CH:24][CH:25]=3)[C:20]([CH2:39][CH3:40])=[N:19]2)[CH:14]=[CH:13][CH:12]=1)CO. (2) Given the product [Cl:1][C:2]1[C:3]2[N:4]([C:26]([CH2:27][CH:28]3[CH2:30][CH2:29]3)=[N:25][N:24]=2)[N:5]=[CH:6][C:7]=1[N:8]1[CH2:9][CH2:10][CH:11]([C:14]2[CH:19]=[CH:18][C:17]([O:20][CH3:21])=[CH:16][C:15]=2[O:22][CH3:23])[CH2:12][CH2:13]1, predict the reactants needed to synthesize it. The reactants are: [Cl:1][C:2]1[C:7]([N:8]2[CH2:13][CH2:12][CH:11]([C:14]3[CH:19]=[CH:18][C:17]([O:20][CH3:21])=[CH:16][C:15]=3[O:22][CH3:23])[CH2:10][CH2:9]2)=[CH:6][N:5]=[N:4][C:3]=1[NH:24][NH:25][C:26](=O)[CH2:27][CH:28]1[CH2:30][CH2:29]1.P(Cl)(Cl)(Cl)=O. (3) Given the product [CH:11]([N:8]1[C:9]2[CH:10]=[C:2]([C:33]3[CH:32]=[N:31][C:30]([CH3:29])=[N:35][CH:34]=3)[CH:3]=[C:4]([C:14]([NH:16][CH2:17][C:18]3[C:19](=[O:28])[NH:20][C:21]([CH3:27])=[CH:22][C:23]=3[CH2:24][CH2:25][CH3:26])=[O:15])[C:5]=2[CH:6]=[N:7]1)([CH3:13])[CH3:12], predict the reactants needed to synthesize it. The reactants are: Br[C:2]1[CH:3]=[C:4]([C:14]([NH:16][CH2:17][C:18]2[C:19](=[O:28])[NH:20][C:21]([CH3:27])=[CH:22][C:23]=2[CH2:24][CH2:25][CH3:26])=[O:15])[C:5]2[CH:6]=[N:7][N:8]([CH:11]([CH3:13])[CH3:12])[C:9]=2[CH:10]=1.[CH3:29][C:30]1[N:35]=[CH:34][C:33](B2OC(C)(C)C(C)(C)O2)=[CH:32][N:31]=1.C(=O)(O)[O-].[Na+]. (4) Given the product [C:4]([O:3][C:1]([N:8]1[CH2:13][CH2:12][CH:11]([O:14][C:15]2[CH:23]=[C:22]([C:24]([CH3:26])([CH3:25])[CH3:27])[CH:21]=[CH:20][C:16]=2[C:17]([NH:43][C:42]2[CH:41]=[CH:40][N:39]=[CH:38][C:37]=2[NH:36][C:34](=[O:35])[C:33]2[CH:32]=[CH:31][C:30]([O:29][CH3:28])=[CH:45][CH:44]=2)=[O:19])[CH2:10][CH2:9]1)=[O:2])([CH3:5])([CH3:6])[CH3:7], predict the reactants needed to synthesize it. The reactants are: [C:1]([N:8]1[CH2:13][CH2:12][CH:11]([O:14][C:15]2[CH:23]=[C:22]([C:24]([CH3:27])([CH3:26])[CH3:25])[CH:21]=[CH:20][C:16]=2[C:17]([OH:19])=O)[CH2:10][CH2:9]1)([O:3][C:4]([CH3:7])([CH3:6])[CH3:5])=[O:2].[CH3:28][O:29][C:30]1[CH:45]=[CH:44][C:33]([C:34]([NH:36][C:37]2[CH:38]=[N:39][CH:40]=[CH:41][C:42]=2[NH2:43])=[O:35])=[CH:32][CH:31]=1.